This data is from Experimental lipophilicity measurements (octanol/water distribution) for 4,200 compounds from AstraZeneca. The task is: Regression/Classification. Given a drug SMILES string, predict its absorption, distribution, metabolism, or excretion properties. Task type varies by dataset: regression for continuous measurements (e.g., permeability, clearance, half-life) or binary classification for categorical outcomes (e.g., BBB penetration, CYP inhibition). For this dataset (lipophilicity_astrazeneca), we predict Y. (1) The drug is COc1cc2ncc(C(N)=O)c(Nc3ccc(F)cc3F)c2cc1N1CCN(C)CC1. The Y is 2.18 logD. (2) The compound is Nc1nccc(/C=C/c2ccc(Cl)cc2)n1. The Y is 3.50 logD. (3) The drug is Cc1c(Oc2ccc(Cl)cc2)c2cc(F)ccc2n1CC(=O)O. The Y is 1.26 logD. (4) The drug is CNc1c(Br)cnc2[nH]c(-c3cnn(C4CCN(C)CC4)c3)nc12. The Y is 2.50 logD. (5) The Y is 0.310 logD. The drug is CCC(Oc1ccc(C(F)(F)F)cc1-c1ccc(S(=O)(=O)CC)cc1C)C(=O)O. (6) The drug is C#Cc1cccc(Nc2nc3cc(C(=O)O)ccc3c3cncnc23)c1. The Y is 0.920 logD. (7) The molecule is Cc1c(NC(=O)N2CCOCC2)ccc2c1c1ccccc1n2C(C)C. The Y is 3.50 logD. (8) The drug is C[C@H](CO)Nc1nc(SCc2cccc(F)c2F)nc2[nH]c(=O)c(=O)[nH]c12. The Y is 2.48 logD. (9) The molecule is O=C(Nc1cccc(O)c1)c1ccc(OCCCN2CCCC2)cc1OCc1cccnc1. The Y is 1.59 logD. (10) The molecule is COc1cc(CO)cc(N(C)c2ccnc(Nc3cc(N4CCOCC4)cc(N4CCOCC4)c3)n2)c1. The Y is 3.00 logD.